From a dataset of Forward reaction prediction with 1.9M reactions from USPTO patents (1976-2016). Predict the product of the given reaction. (1) Given the reactants Cl[CH2:2][CH:3]=[O:4].[N:5]1[CH:6]=[CH:7][N:8]2[CH:13]=[C:12]([C:14]3[N:23]=[C:22]([NH:24][CH2:25][CH:26]([C:33]4[CH:38]=[CH:37][CH:36]=[CH:35][CH:34]=4)[N:27]4CCC[CH2:29][CH2:28]4)[C:21]4[C:16](=[CH:17][CH:18]=[CH:19][CH:20]=4)[N:15]=3)[CH:11]=[N:10][C:9]=12, predict the reaction product. The product is: [N:5]1[CH:6]=[CH:7][N:8]2[CH:13]=[C:12]([C:14]3[N:23]=[C:22]([NH:24][CH2:25][CH:26]([N:27]4[CH2:28][CH2:29][O:4][CH2:3][CH2:2]4)[C:33]4[CH:38]=[CH:37][CH:36]=[CH:35][CH:34]=4)[C:21]4[C:16](=[CH:17][CH:18]=[CH:19][CH:20]=4)[N:15]=3)[CH:11]=[N:10][C:9]=12. (2) Given the reactants [C:1]([N:5]([C:29](=[O:38])[C:30]1[CH:35]=[C:34]([CH3:36])[CH:33]=[C:32]([CH3:37])[CH:31]=1)[NH:6][C:7]([C:9]1[CH:27]=[CH:26][C:12]2[O:13][CH2:14][CH:15]([CH2:17][O:18][Si](C(C)(C)C)(C)C)[O:16][C:11]=2[C:10]=1[CH3:28])=[O:8])([CH3:4])([CH3:3])[CH3:2].[F-].C([N+](CCCC)(CCCC)CCCC)CCC, predict the reaction product. The product is: [C:1]([N:5]([C:29](=[O:38])[C:30]1[CH:31]=[C:32]([CH3:37])[CH:33]=[C:34]([CH3:36])[CH:35]=1)[NH:6][C:7]([C:9]1[CH:27]=[CH:26][C:12]2[O:13][CH2:14][CH:15]([CH2:17][OH:18])[O:16][C:11]=2[C:10]=1[CH3:28])=[O:8])([CH3:4])([CH3:3])[CH3:2].